Dataset: Catalyst prediction with 721,799 reactions and 888 catalyst types from USPTO. Task: Predict which catalyst facilitates the given reaction. (1) Reactant: [NH2:1][C:2]1[C:3]([C:24]([C:26]2[CH:27]=[N:28][CH:29]=[CH:30][CH:31]=2)=O)=[N:4][C:5]([C:8]2[CH:13]=[C:12]([S:14]([N:17]3[CH2:22][CH2:21][O:20][CH2:19][CH2:18]3)(=[O:16])=[O:15])[CH:11]=[CH:10][C:9]=2[CH3:23])=[CH:6][N:7]=1.Cl.[CH3:33][O:34][NH2:35].C(O)C.C(N(CC)CC)C. Product: [CH3:33][O:34][N:35]=[C:24]([C:3]1[C:2]([NH2:1])=[N:7][CH:6]=[C:5]([C:8]2[CH:13]=[C:12]([S:14]([N:17]3[CH2:18][CH2:19][O:20][CH2:21][CH2:22]3)(=[O:16])=[O:15])[CH:11]=[CH:10][C:9]=2[CH3:23])[N:4]=1)[C:26]1[CH:27]=[N:28][CH:29]=[CH:30][CH:31]=1. The catalyst class is: 6. (2) Reactant: [F:1][C:2]([C:5]1[CH:9]=[C:8]([NH:10][C:11](=[O:20])OC2C=CC(Cl)=CC=2)[O:7][N:6]=1)([CH3:4])[CH3:3].[CH3:21][O:22][C:23]1[CH:24]=[C:25]2[C:30](=[CH:31][C:32]=1[O:33][CH3:34])[N:29]=[CH:28][N:27]=[C:26]2[O:35][C:36]1[CH:37]=[C:38]([CH:40]=[CH:41][C:42]=1[F:43])[NH2:39]. Product: [CH3:21][O:22][C:23]1[CH:24]=[C:25]2[C:30](=[CH:31][C:32]=1[O:33][CH3:34])[N:29]=[CH:28][N:27]=[C:26]2[O:35][C:36]1[CH:37]=[C:38]([NH:39][C:11]([NH:10][C:8]2[O:7][N:6]=[C:5]([C:2]([F:1])([CH3:3])[CH3:4])[CH:9]=2)=[O:20])[CH:40]=[CH:41][C:42]=1[F:43]. The catalyst class is: 1. (3) Reactant: [OH:1][C:2]1[CH:7]=[CH:6][C:5]([C:8]2[CH:9]=[CH:10][C:11](=[O:15])[N:12]([CH3:14])[N:13]=2)=[CH:4][CH:3]=1.Br[CH2:17][CH2:18][CH2:19][Cl:20].C([O-])([O-])=O.[K+].[K+]. Product: [Cl:20][CH2:19][CH2:18][CH2:17][O:1][C:2]1[CH:7]=[CH:6][C:5]([C:8]2[CH:9]=[CH:10][C:11](=[O:15])[N:12]([CH3:14])[N:13]=2)=[CH:4][CH:3]=1. The catalyst class is: 23. (4) Reactant: [CH2:1]([O:3][C:4]([N:6]1[CH2:11][CH2:10][N:9]([C:12](=[O:46])[C@@H:13]([NH:23][C:24]([C:26]2[CH:30]=[C:29]([O:31][CH2:32][C:33]([O:35][CH2:36][CH3:37])=[O:34])[N:28]([C:38]3[CH:43]=[CH:42][CH:41]=[C:40]([O:44][CH3:45])[CH:39]=3)[N:27]=2)=[O:25])[CH2:14][CH2:15][C:16]([O:18]C(C)(C)C)=[O:17])[CH2:8][CH2:7]1)=[O:5])[CH3:2].C1(C)C=CC=CC=1. Product: [CH2:1]([O:3][C:4]([N:6]1[CH2:11][CH2:10][N:9]([C:12](=[O:46])[C@@H:13]([NH:23][C:24]([C:26]2[CH:30]=[C:29]([O:31][CH2:32][C:33]([O:35][CH2:36][CH3:37])=[O:34])[N:28]([C:38]3[CH:43]=[CH:42][CH:41]=[C:40]([O:44][CH3:45])[CH:39]=3)[N:27]=2)=[O:25])[CH2:14][CH2:15][C:16]([OH:18])=[O:17])[CH2:8][CH2:7]1)=[O:5])[CH3:2]. The catalyst class is: 157. (5) Reactant: C([N:8](CC1C=CC=CC=1)[C@H:9]1[CH2:14][CH2:13][C@@H:12]([C:15]2[N:19]3[C:20]4[CH:26]=[CH:25][NH:24][C:21]=4[N:22]=[CH:23][C:18]3=[N:17][CH:16]=2)[CH2:11][CH2:10]1)C1C=CC=CC=1. Product: [CH:26]1[C:20]2[N:19]3[C:15]([C@@H:12]4[CH2:11][CH2:10][C@H:9]([NH2:8])[CH2:14][CH2:13]4)=[CH:16][N:17]=[C:18]3[CH:23]=[N:22][C:21]=2[NH:24][CH:25]=1. The catalyst class is: 320. (6) Reactant: Br[C:2]1[S:6][C:5]([C:7]2[N:12]=[C:11]([NH:13][C:14]3[CH:19]=[CH:18][C:17]([CH2:20][C:21]([O:23][CH2:24][CH3:25])=[O:22])=[CH:16][CH:15]=3)[C:10]([CH2:26][CH3:27])=[C:9]([CH3:28])[N:8]=2)=[CH:4][CH:3]=1.[CH2:29](N(CC)CC)[CH3:30].O. Product: [CH2:26]([C:10]1[C:11]([NH:13][C:14]2[CH:19]=[CH:18][C:17]([CH2:20][C:21]([O:23][CH2:24][CH3:25])=[O:22])=[CH:16][CH:15]=2)=[N:12][C:7]([C:5]2[S:6][C:2]([CH:29]=[CH2:30])=[CH:3][CH:4]=2)=[N:8][C:9]=1[CH3:28])[CH3:27]. The catalyst class is: 259.